The task is: Regression. Given two drug SMILES strings and cell line genomic features, predict the synergy score measuring deviation from expected non-interaction effect.. This data is from NCI-60 drug combinations with 297,098 pairs across 59 cell lines. (1) Drug 1: C1C(C(OC1N2C=NC(=NC2=O)N)CO)O. Drug 2: CC1C(C(CC(O1)OC2CC(CC3=C2C(=C4C(=C3O)C(=O)C5=C(C4=O)C(=CC=C5)OC)O)(C(=O)CO)O)N)O.Cl. Cell line: MALME-3M. Synergy scores: CSS=55.0, Synergy_ZIP=-1.90, Synergy_Bliss=-0.427, Synergy_Loewe=-6.20, Synergy_HSA=2.41. (2) Synergy scores: CSS=23.4, Synergy_ZIP=-3.32, Synergy_Bliss=-3.85, Synergy_Loewe=-3.64, Synergy_HSA=-1.25. Cell line: SF-295. Drug 2: CC1C(C(CC(O1)OC2CC(OC(C2O)C)OC3=CC4=CC5=C(C(=O)C(C(C5)C(C(=O)C(C(C)O)O)OC)OC6CC(C(C(O6)C)O)OC7CC(C(C(O7)C)O)OC8CC(C(C(O8)C)O)(C)O)C(=C4C(=C3C)O)O)O)O. Drug 1: C1=NC(=NC(=O)N1C2C(C(C(O2)CO)O)O)N. (3) Cell line: UO-31. Drug 2: C1=NC2=C(N1)C(=S)N=CN2. Drug 1: CC12CCC3C(C1CCC2=O)CC(=C)C4=CC(=O)C=CC34C. Synergy scores: CSS=45.4, Synergy_ZIP=1.53, Synergy_Bliss=10.2, Synergy_Loewe=3.41, Synergy_HSA=9.83.